From a dataset of Forward reaction prediction with 1.9M reactions from USPTO patents (1976-2016). Predict the product of the given reaction. (1) The product is: [C:5]1([CH:4]([CH:11]2[CH2:16][CH2:15][NH:14][CH2:13][CH2:12]2)[C:3]([O:2][CH3:1])=[O:27])[CH:6]=[CH:7][CH:8]=[CH:9][CH:10]=1. Given the reactants [CH3:1][O:2][C:3](=[O:27])[CH:4]([CH:11]1[CH2:16][CH2:15][N:14](C(OCC2C=CC=CC=2)=O)[CH2:13][CH2:12]1)[C:5]1[CH:10]=[CH:9][CH:8]=[CH:7][CH:6]=1.CO, predict the reaction product. (2) Given the reactants [NH2:1][C:2]1[CH:21]=[CH:20][C:5]([O:6][C:7]2[CH:8]=[CH:9][C:10]([F:19])=[C:11]([CH:18]=2)[C:12]([NH:14][CH:15]2[CH2:17][CH2:16]2)=[O:13])=[C:4]([Cl:22])[CH:3]=1.Cl[C:24]1[C:25]2[N:32]([CH2:33][CH2:34][O:35][CH3:36])[CH:31]=[CH:30][C:26]=2[N:27]=[CH:28][N:29]=1, predict the reaction product. The product is: [Cl:22][C:4]1[CH:3]=[C:2]([NH:1][C:24]2[C:25]3[N:32]([CH2:33][CH2:34][O:35][CH3:36])[CH:31]=[CH:30][C:26]=3[N:27]=[CH:28][N:29]=2)[CH:21]=[CH:20][C:5]=1[O:6][C:7]1[CH:8]=[CH:9][C:10]([F:19])=[C:11]([CH:18]=1)[C:12]([NH:14][CH:15]1[CH2:17][CH2:16]1)=[O:13]. (3) Given the reactants C([Sn](CCCC)(CCCC)[C:6]([O:8]CC)=[CH2:7])CCC.Br[C:20]1[CH:21]=[CH:22][CH:23]=[C:24]2[C:29]=1[N:28]=[C:27]([C:30]([N:32]1[CH2:37][CH2:36][O:35][CH2:34][CH2:33]1)=[O:31])[CH:26]=[CH:25]2.C1(C)C=CC=CC=1.C(OC=C)=C, predict the reaction product. The product is: [N:32]1([C:30]([C:27]2[CH:26]=[CH:25][C:24]3[C:29](=[C:20]([C:6](=[O:8])[CH3:7])[CH:21]=[CH:22][CH:23]=3)[N:28]=2)=[O:31])[CH2:37][CH2:36][O:35][CH2:34][CH2:33]1. (4) Given the reactants [C:1]([C:3]1[CH:33]=[CH:32][C:6]([CH2:7][C:8]2[C:9]([C:27]([O:29][CH2:30][CH3:31])=[O:28])=[CH:10][N:11]([CH:13](OC(C)(C)C)[C:14]3[CH:19]=[CH:18][CH:17]=[C:16]([C:20]#[N:21])[CH:15]=3)[CH:12]=2)=[CH:5][CH:4]=1)#[N:2].FC(F)(F)C(O)=[O:37], predict the reaction product. The product is: [C:1]([C:3]1[CH:4]=[CH:5][C:6]([CH2:7][C:8]2[C:9]([C:27]([O:29][CH2:30][CH3:31])=[O:28])=[CH:10][N:11]([CH2:13][C:14]3[C:19]([OH:37])=[CH:18][CH:17]=[C:16]([C:20]#[N:21])[CH:15]=3)[CH:12]=2)=[CH:32][CH:33]=1)#[N:2].